This data is from Reaction yield outcomes from USPTO patents with 853,638 reactions. The task is: Predict the reaction yield, written as a fraction of the theoretical maximum amount of product (1.0 means a 100% yield; for example, 0.34 means a 34% yield). The reactants are O1CCOCC1.[Cl:7][C:8]1[N:12]=[CH:11][N:10]([C:13]2[CH:18]=[CH:17][C:16]([N+:19]([O-])=O)=[CH:15][C:14]=2[O:22][CH3:23])[N:9]=1.[S-2].[Na+].[Na+]. The catalyst is O. The product is [Cl:7][C:8]1[N:12]=[CH:11][N:10]([C:13]2[CH:18]=[CH:17][C:16]([NH2:19])=[CH:15][C:14]=2[O:22][CH3:23])[N:9]=1. The yield is 0.730.